Regression. Given two drug SMILES strings and cell line genomic features, predict the synergy score measuring deviation from expected non-interaction effect. From a dataset of NCI-60 drug combinations with 297,098 pairs across 59 cell lines. (1) Drug 1: C1=CC(=CC=C1CCC2=CNC3=C2C(=O)NC(=N3)N)C(=O)NC(CCC(=O)O)C(=O)O. Drug 2: C1CCC(C(C1)N)N.C(=O)(C(=O)[O-])[O-].[Pt+4]. Cell line: SW-620. Synergy scores: CSS=32.9, Synergy_ZIP=-8.06, Synergy_Bliss=-9.86, Synergy_Loewe=-8.93, Synergy_HSA=-3.15. (2) Drug 1: C1CN1C2=NC(=NC(=N2)N3CC3)N4CC4. Drug 2: CCN(CC)CCCC(C)NC1=C2C=C(C=CC2=NC3=C1C=CC(=C3)Cl)OC. Cell line: HCT116. Synergy scores: CSS=49.0, Synergy_ZIP=3.41, Synergy_Bliss=7.04, Synergy_Loewe=0.862, Synergy_HSA=7.93. (3) Drug 1: CN(C(=O)NC(C=O)C(C(C(CO)O)O)O)N=O. Drug 2: C1CN(P(=O)(OC1)NCCCl)CCCl. Cell line: CAKI-1. Synergy scores: CSS=0.397, Synergy_ZIP=-2.04, Synergy_Bliss=-3.99, Synergy_Loewe=-8.73, Synergy_HSA=-6.75. (4) Drug 1: C1CCN(CC1)CCOC2=CC=C(C=C2)C(=O)C3=C(SC4=C3C=CC(=C4)O)C5=CC=C(C=C5)O. Drug 2: CCN(CC)CCCC(C)NC1=C2C=C(C=CC2=NC3=C1C=CC(=C3)Cl)OC. Cell line: OVCAR3. Synergy scores: CSS=9.88, Synergy_ZIP=-5.02, Synergy_Bliss=-0.563, Synergy_Loewe=-5.41, Synergy_HSA=-5.60. (5) Drug 1: CN(C)C1=NC(=NC(=N1)N(C)C)N(C)C. Cell line: BT-549. Synergy scores: CSS=0.475, Synergy_ZIP=2.83, Synergy_Bliss=7.05, Synergy_Loewe=1.35, Synergy_HSA=1.35. Drug 2: COCCOC1=C(C=C2C(=C1)C(=NC=N2)NC3=CC=CC(=C3)C#C)OCCOC.Cl. (6) Drug 1: CC1=CC2C(CCC3(C2CCC3(C(=O)C)OC(=O)C)C)C4(C1=CC(=O)CC4)C. Drug 2: CC1=C(N=C(N=C1N)C(CC(=O)N)NCC(C(=O)N)N)C(=O)NC(C(C2=CN=CN2)OC3C(C(C(C(O3)CO)O)O)OC4C(C(C(C(O4)CO)O)OC(=O)N)O)C(=O)NC(C)C(C(C)C(=O)NC(C(C)O)C(=O)NCCC5=NC(=CS5)C6=NC(=CS6)C(=O)NCCC[S+](C)C)O. Cell line: RXF 393. Synergy scores: CSS=9.77, Synergy_ZIP=-0.122, Synergy_Bliss=3.65, Synergy_Loewe=-11.6, Synergy_HSA=-2.28.